This data is from Full USPTO retrosynthesis dataset with 1.9M reactions from patents (1976-2016). The task is: Predict the reactants needed to synthesize the given product. (1) Given the product [N+:3]([C:6]1[CH:7]=[CH:8][C:9]([CH:12]([CH:18]2[CH2:22][CH2:21][CH2:20][CH2:19]2)[C:13]([OH:15])=[O:14])=[CH:10][CH:11]=1)([O-:5])=[O:4], predict the reactants needed to synthesize it. The reactants are: [OH-].[Na+].[N+:3]([C:6]1[CH:11]=[CH:10][C:9]([CH:12]([CH:18]2[CH2:22][CH2:21][CH2:20][CH2:19]2)[C:13]([O:15]CC)=[O:14])=[CH:8][CH:7]=1)([O-:5])=[O:4].O.Cl. (2) Given the product [Cl:1][C:2]1[C:11]2[C:6](=[CH:7][C:8]([S:12]([NH:33][C:30]3[CH:31]=[CH:32][O:28][N:29]=3)(=[O:14])=[O:15])=[CH:9][CH:10]=2)[CH:5]=[C:4]([Cl:27])[N:3]=1, predict the reactants needed to synthesize it. The reactants are: [Cl:1][C:2]1[C:11]2[C:6](=[CH:7][C:8]([S:12]([O:15]C3C(F)=C(F)C(F)=C(F)C=3F)(=[O:14])=O)=[CH:9][CH:10]=2)[CH:5]=[C:4]([Cl:27])[N:3]=1.[O:28]1[CH:32]=[CH:31][C:30]([NH2:33])=[N:29]1.C[Si]([N-][Si](C)(C)C)(C)C.[Li+]. (3) Given the product [C:38]([N:1]([C:2]1[N:7]=[C:6]([C:8]2[CH:15]=[C:14]([F:16])[C:11]([C:12]#[N:28])=[C:10]([F:17])[CH:9]=2)[CH:5]=[C:4]([NH:18][CH2:19][CH3:20])[N:3]=1)[C:34](=[O:36])[CH3:35])(=[O:39])[CH3:37], predict the reactants needed to synthesize it. The reactants are: [NH2:1][C:2]1[N:7]=[C:6]([C:8]2[CH:15]=[C:14]([F:16])[C:11]([CH:12]=O)=[C:10]([F:17])[CH:9]=2)[CH:5]=[C:4]([NH:18][CH2:19][CH3:20])[N:3]=1.C(=O)([O-])[O-].[Na+].[Na+].Cl.[NH2:28]O.C(O[C:34](=[O:36])[CH3:35])(=O)C.[CH3:37][CH2:38][OH:39].O. (4) Given the product [CH3:1][O:2][C:3]1[CH:8]=[CH:7][CH:6]=[C:5]2[C:4]=1[CH2:9][CH2:10][N:11]=[C:12]2[CH3:13], predict the reactants needed to synthesize it. The reactants are: [CH3:1][O:2][C:3]1[CH:8]=[CH:7][CH:6]=[CH:5][C:4]=1[CH2:9][CH2:10][NH:11][C:12](=O)[CH3:13].O=P12OP3(OP(OP(O3)(O1)=O)(=O)O2)=O. (5) Given the product [S:30]1[C:31]2[CH:37]=[CH:36][CH:35]=[CH:34][C:32]=2[N:33]=[C:29]1[CH2:28][N:17]([S:18]([C:21]1[CH:26]=[CH:25][C:24]([F:27])=[CH:23][CH:22]=1)(=[O:19])=[O:20])[C:15]1[CH:14]=[CH:13][C:12]2[N:8]([CH2:7][C:6]([OH:41])=[O:5])[C:9]([CH2:38][CH2:39][CH3:40])=[N:10][C:11]=2[CH:16]=1, predict the reactants needed to synthesize it. The reactants are: C([O:5][C:6](=[O:41])[CH2:7][N:8]1[C:12]2[CH:13]=[CH:14][C:15]([N:17]([CH2:28][C:29]3[S:30][C:31]4[CH:37]=[CH:36][CH:35]=[CH:34][C:32]=4[N:33]=3)[S:18]([C:21]3[CH:26]=[CH:25][C:24]([F:27])=[CH:23][CH:22]=3)(=[O:20])=[O:19])=[CH:16][C:11]=2[N:10]=[C:9]1[CH2:38][CH2:39][CH3:40])(C)(C)C.C(O)(C(F)(F)F)=O.